From a dataset of Reaction yield outcomes from USPTO patents with 853,638 reactions. Predict the reaction yield, written as a fraction of the theoretical maximum amount of product (1.0 means a 100% yield; for example, 0.34 means a 34% yield). (1) The reactants are [Br:1][C:2]1[C:3]([F:10])=[C:4]([NH2:9])[C:5]([NH2:8])=[CH:6][CH:7]=1.[OH-].[Na+].[CH:13](O)=O. No catalyst specified. The product is [Br:1][C:2]1[CH:7]=[CH:6][C:5]2[NH:8][CH:13]=[N:9][C:4]=2[C:3]=1[F:10]. The yield is 0.920. (2) The reactants are [CH3:1][C@:2]12[C@@:19]3([CH3:20])[C@@H:10]([C@:11]4([CH3:32])[C@@H:16]([CH2:17][CH2:18]3)[C:15]([CH3:22])([CH3:21])[C:14]([C:23]3[CH:31]=[CH:30][C:26]([C:27]([OH:29])=[O:28])=[CH:25][CH:24]=3)=[CH:13][CH2:12]4)[CH2:9][CH2:8][C@@H:7]1[C@H:6]1[C@H:33]([C:36]([CH3:38])=[CH2:37])[CH2:34][CH2:35][C@:5]1([NH:39][CH2:40][CH2:41][NH:42][C:43]1[N:44]=NC(C)=CC=1)[CH2:4][CH2:3]2.ClC1N=[C:55]([S:57][CH3:58])[CH:54]=[CH:53][N:52]=1.C(O)(C(F)(F)F)=O. No catalyst specified. The product is [CH3:1][C@:2]12[C@@:19]3([CH3:20])[C@@H:10]([C@:11]4([CH3:32])[C@@H:16]([CH2:17][CH2:18]3)[C:15]([CH3:22])([CH3:21])[C:14]([C:23]3[CH:31]=[CH:30][C:26]([C:27]([OH:29])=[O:28])=[CH:25][CH:24]=3)=[CH:13][CH2:12]4)[CH2:9][CH2:8][C@@H:7]1[C@H:6]1[C@H:33]([C:36]([CH3:38])=[CH2:37])[CH2:34][CH2:35][C@:5]1([NH:39][CH2:40][CH2:41][NH:42][C:43]1[N:44]=[C:55]([S:57][CH3:58])[CH:54]=[CH:53][N:52]=1)[CH2:4][CH2:3]2. The yield is 0.140. (3) The reactants are [Si:1]([O:8][C:9]1[CH:14]=[CH:13][C:12]([C:15](OC)=[C:16]([C:19]#[N:20])[C:17]#[N:18])=[CH:11][CH:10]=1)([C:4]([CH3:7])([CH3:6])[CH3:5])([CH3:3])[CH3:2].Cl.[CH2:24]([O:31][C:32]([N:34]1[CH2:39][CH2:38][CH2:37][CH:36]([NH:40][NH2:41])[CH2:35]1)=[O:33])[C:25]1[CH:30]=[CH:29][CH:28]=[CH:27][CH:26]=1.C(N(CC)CC)C. The catalyst is C(O)C. The product is [NH2:20][C:19]1[N:40]([CH:36]2[CH2:37][CH2:38][CH2:39][N:34]([C:32]([O:31][CH2:24][C:25]3[CH:30]=[CH:29][CH:28]=[CH:27][CH:26]=3)=[O:33])[CH2:35]2)[N:41]=[C:15]([C:12]2[CH:13]=[CH:14][C:9]([O:8][Si:1]([C:4]([CH3:5])([CH3:7])[CH3:6])([CH3:2])[CH3:3])=[CH:10][CH:11]=2)[C:16]=1[C:17]#[N:18]. The yield is 0.890. (4) The reactants are Cl.[C:2](Cl)(=[O:9])[C:3]1[CH:8]=[CH:7][N:6]=[CH:5][CH:4]=1.C(N(CC)CC)C.ClCCl.[F:21][C:22]([F:31])([F:30])[C:23]1[CH:24]=[C:25]([CH:27]=[CH:28][CH:29]=1)[NH2:26]. The catalyst is O. The product is [F:21][C:22]([F:30])([F:31])[C:23]1[CH:24]=[C:25]([NH:26][C:2](=[O:9])[C:3]2[CH:8]=[CH:7][N:6]=[CH:5][CH:4]=2)[CH:27]=[CH:28][CH:29]=1. The yield is 0.483. (5) The reactants are [NH:1]1[C:5]2[CH:6]=[CH:7][CH:8]=[CH:9][C:4]=2[NH:3][C:2]1=O.[C:11](=[O:14])([O-])[O-].[K+].[K+].IC.[CH:19](Cl)(Cl)Cl. The catalyst is CN(C=O)C. The product is [CH3:2][N:3]1[C:4]2[CH:9]=[CH:8][CH:7]=[CH:6][C:5]=2[N:1]([CH3:19])[C:11]1=[O:14]. The yield is 0.790. (6) The reactants are Br[C:2]1[CH:3]=[C:4]([C:8]([O:10][CH3:11])=[O:9])[O:5][C:6]=1[CH3:7].[CH3:12][N:13]1[C:17](B2OC(C)(C)C(C)(C)O2)=[CH:16][CH:15]=[N:14]1.[O-]P([O-])([O-])=O.[K+].[K+].[K+]. The catalyst is O1CCOCC1.C1C=CC(/C=C/C(/C=C/C2C=CC=CC=2)=O)=CC=1.C1C=CC(/C=C/C(/C=C/C2C=CC=CC=2)=O)=CC=1.C1C=CC(/C=C/C(/C=C/C2C=CC=CC=2)=O)=CC=1.[Pd].[Pd].P(OC)(OC)OC. The product is [CH3:7][C:6]1[O:5][C:4]([C:8]([O:10][CH3:11])=[O:9])=[CH:3][C:2]=1[C:17]1[N:13]([CH3:12])[N:14]=[CH:15][CH:16]=1. The yield is 0.850. (7) The reactants are [C:1]([O:5][C:6](=[O:13])[NH:7][CH2:8][CH:9]([OH:12])CO)([CH3:4])([CH3:3])[CH3:2].I([O-])(=O)(=O)=O.[Na+]. The catalyst is O. The product is [C:1]([O:5][C:6](=[O:13])[NH:7][CH2:8][CH:9]=[O:12])([CH3:4])([CH3:2])[CH3:3]. The yield is 0.980.